This data is from Ames mutagenicity test results for genotoxicity prediction. The task is: Regression/Classification. Given a drug SMILES string, predict its toxicity properties. Task type varies by dataset: regression for continuous values (e.g., LD50, hERG inhibition percentage) or binary classification for toxic/non-toxic outcomes (e.g., AMES mutagenicity, cardiotoxicity, hepatotoxicity). Dataset: ames. The drug is CNCC(=O)O. The result is 0 (non-mutagenic).